Dataset: Forward reaction prediction with 1.9M reactions from USPTO patents (1976-2016). Task: Predict the product of the given reaction. (1) Given the reactants [NH:1]1[C:5]2=[N:6][CH:7]=[CH:8][CH:9]=[C:4]2[CH:3]=[N:2]1.C1C=C(Cl)C=C(C(OO)=[O:18])C=1, predict the reaction product. The product is: [NH:1]1[C:5]2=[N+:6]([O-:18])[CH:7]=[CH:8][CH:9]=[C:4]2[CH:3]=[N:2]1. (2) Given the reactants [F:1][C:2]1[CH:29]=[CH:28][CH:27]=[C:26]([F:30])[C:3]=1[C:4]([N:6]([CH3:25])[C:7]([N:9]([C:11]1[CH:16]=[CH:15][C:14]([S:17][C:18]([F:23])([F:22])[CH:19]([F:21])[F:20])=[CH:13][C:12]=1[F:24])[CH3:10])=[O:8])=[O:5].ClC1C=CC=C(C(OO)=[O:39])C=1, predict the reaction product. The product is: [F:1][C:2]1[CH:29]=[CH:28][CH:27]=[C:26]([F:30])[C:3]=1[C:4]([N:6]([CH3:25])[C:7]([N:9]([C:11]1[CH:16]=[CH:15][C:14]([S:17]([C:18]([F:22])([F:23])[CH:19]([F:20])[F:21])=[O:39])=[CH:13][C:12]=1[F:24])[CH3:10])=[O:8])=[O:5]. (3) Given the reactants Cl[C:2]1[CH:7]=[N:6][CH:5]=[C:4]([Cl:8])[N:3]=1.[N:9]1[CH:14]=[CH:13][CH:12]=[C:11]([CH2:15][NH2:16])[CH:10]=1, predict the reaction product. The product is: [Cl:8][C:4]1[N:3]=[C:2]([NH:16][CH2:15][C:11]2[CH:10]=[N:9][CH:14]=[CH:13][CH:12]=2)[CH:7]=[N:6][CH:5]=1.